Dataset: Full USPTO retrosynthesis dataset with 1.9M reactions from patents (1976-2016). Task: Predict the reactants needed to synthesize the given product. (1) Given the product [CH3:8][N:6]1[CH:7]=[C:2]([B:26]2[O:27][C:28]([CH3:30])([CH3:29])[C:24]([CH3:40])([CH3:23])[O:25]2)[C:3]2[CH:12]=[CH:11][N:10]([S:13]([C:16]3[CH:22]=[CH:21][C:19]([CH3:20])=[CH:18][CH:17]=3)(=[O:15])=[O:14])[C:4]=2[C:5]1=[O:9], predict the reactants needed to synthesize it. The reactants are: Br[C:2]1[C:3]2[CH:12]=[CH:11][N:10]([S:13]([C:16]3[CH:22]=[CH:21][C:19]([CH3:20])=[CH:18][CH:17]=3)(=[O:15])=[O:14])[C:4]=2[C:5](=[O:9])[N:6]([CH3:8])[CH:7]=1.[CH3:23][C:24]1([CH3:40])[C:28]([CH3:30])([CH3:29])[O:27][B:26]([B:26]2[O:27][C:28]([CH3:30])([CH3:29])[C:24]([CH3:40])([CH3:23])[O:25]2)[O:25]1.C([O-])(=O)C.[K+].C1(P(C2CCCCC2)C2C=CC=CC=2C2C(C(C)C)=CC(C(C)C)=CC=2C(C)C)CCCCC1. (2) Given the product [O:3]1[C:8]2=[CH:9][CH:10]=[CH:11][C:7]2=[C:6]([CH:12]2[CH2:17][CH2:16][CH2:15][CH2:14][N:13]2[CH2:18][CH2:19][C@H:20]2[CH2:21][CH2:22][C@H:23]([NH:26][C:34](=[O:35])[CH2:33][CH:28]3[CH2:29][O:30][CH2:31][CH2:32][O:27]3)[CH2:24][CH2:25]2)[CH:5]=[CH:4]1, predict the reactants needed to synthesize it. The reactants are: Cl.Cl.[O:3]1[C:8]2=[CH:9][CH:10]=[CH:11][C:7]2=[C:6]([CH:12]2[CH2:17][CH2:16][CH2:15][CH2:14][N:13]2[CH2:18][CH2:19][C@H:20]2[CH2:25][CH2:24][C@H:23]([NH2:26])[CH2:22][CH2:21]2)[CH:5]=[CH:4]1.[O:27]1[CH2:32][CH2:31][O:30][CH2:29][CH:28]1[CH2:33][C:34](O)=[O:35]. (3) Given the product [C:1]([O:5][C:6]([N:8]1[CH2:13][CH2:12][C:11](=[O:14])[CH:10]([CH2:15][O:16][CH2:17][O:18][CH3:19])[CH2:9]1)=[O:7])([CH3:4])([CH3:3])[CH3:2], predict the reactants needed to synthesize it. The reactants are: [C:1]([O:5][C:6]([N:8]1[CH2:13][CH2:12][CH:11]([OH:14])[CH:10]([CH2:15][O:16][CH2:17][O:18][CH3:19])[CH2:9]1)=[O:7])([CH3:4])([CH3:3])[CH3:2].CC(OI1(OC(C)=O)(OC(C)=O)OC(=O)C2C=CC=CC1=2)=O.